This data is from Forward reaction prediction with 1.9M reactions from USPTO patents (1976-2016). The task is: Predict the product of the given reaction. Given the reactants [NH2:1][CH2:2][CH:3]([CH:24]([CH3:26])[CH3:25])[CH2:4][C:5]([NH:7][C:8]1[CH:9]=[C:10]2[C:15](=[CH:16][CH:17]=1)[N:14]([CH2:18][CH3:19])[C:13](=[O:20])[N:12]([CH2:21][CH3:22])[C:11]2=[O:23])=[O:6].[Cl:27][C:28]1[CH:29]=[C:30]([CH:34]=[CH:35][C:36]=1[C:37]#[N:38])[C:31](O)=[O:32].CCN(C(C)C)C(C)C.C(P1(=O)OP(CCC)(=O)OP(CCC)(=O)O1)CC, predict the reaction product. The product is: [Cl:27][C:28]1[CH:29]=[C:30]([CH:34]=[CH:35][C:36]=1[C:37]#[N:38])[C:31]([NH:1][CH2:2][CH:3]([CH:24]([CH3:26])[CH3:25])[CH2:4][C:5]([NH:7][C:8]1[CH:9]=[C:10]2[C:15](=[CH:16][CH:17]=1)[N:14]([CH2:18][CH3:19])[C:13](=[O:20])[N:12]([CH2:21][CH3:22])[C:11]2=[O:23])=[O:6])=[O:32].